Task: Predict which catalyst facilitates the given reaction.. Dataset: Catalyst prediction with 721,799 reactions and 888 catalyst types from USPTO (1) Reactant: [NH2:1][C:2]1[NH:6][N:5]=[C:4]([NH:7][C:8]2[CH:9]=[N:10][CH:11]=[CH:12][CH:13]=2)[C:3]=1[C:14]([NH2:16])=[O:15].[CH3:17][O:18][C:19]1[CH:26]=[CH:25][C:22]([CH:23]=O)=[CH:21][CH:20]=1.N1CCCCC1. Product: [CH3:17][O:18][C:19]1[CH:26]=[CH:25][C:22]([CH:23]=[N:1][C:2]2[NH:6][N:5]=[C:4]([NH:7][C:8]3[CH:9]=[N:10][CH:11]=[CH:12][CH:13]=3)[C:3]=2[C:14]([NH2:16])=[O:15])=[CH:21][CH:20]=1. The catalyst class is: 8. (2) Reactant: [Cl:1][C:2]1[CH:7]=[CH:6][C:5]([N:8]2[C:16]([CH:17]([CH:21]3[CH2:26][CH2:25][CH2:24][CH2:23][CH2:22]3)[C:18](O)=[O:19])=[C:15]3[C:10]([CH:11]=[C:12]([F:28])[C:13]([F:27])=[CH:14]3)=[N:9]2)=[CH:4][CH:3]=1.S(Cl)(Cl)=O.C([O:35][C:36](=[O:45])[C:37]1[CH:42]=[CH:41][C:40]([NH2:43])=[C:39]([F:44])[CH:38]=1)C. Product: [Cl:1][C:2]1[CH:7]=[CH:6][C:5]([N:8]2[C:16]([CH:17]([CH:21]3[CH2:26][CH2:25][CH2:24][CH2:23][CH2:22]3)[C:18]([NH:43][C:40]3[CH:41]=[CH:42][C:37]([C:36]([OH:35])=[O:45])=[CH:38][C:39]=3[F:44])=[O:19])=[C:15]3[C:10]([CH:11]=[C:12]([F:28])[C:13]([F:27])=[CH:14]3)=[N:9]2)=[CH:4][CH:3]=1. The catalyst class is: 142. (3) The catalyst class is: 36. Reactant: C[O:2][C:3]([C@@:5]1([NH:10][C:11]([O:13][C:14]([CH3:17])([CH3:16])[CH3:15])=[O:12])[CH2:7][C@H:6]1[CH2:8][CH3:9])=[O:4].[Li+].[OH-]. Product: [C:14]([O:13][C:11]([NH:10][C@:5]1([C:3]([OH:4])=[O:2])[CH2:7][C@H:6]1[CH2:8][CH3:9])=[O:12])([CH3:15])([CH3:16])[CH3:17].